From a dataset of Forward reaction prediction with 1.9M reactions from USPTO patents (1976-2016). Predict the product of the given reaction. (1) Given the reactants Br[C:2]1[C:7](=[O:8])[CH:6]=[CH:5][N:4]([C:9]2[CH:14]=[CH:13][CH:12]=[C:11]([C:15]([F:18])([F:17])[F:16])[CH:10]=2)[N:3]=1.[CH3:19][Si:20]([C:23]#[CH:24])([CH3:22])[CH3:21].CCN(CC)CC, predict the reaction product. The product is: [F:16][C:15]([F:18])([F:17])[C:11]1[CH:10]=[C:9]([N:4]2[CH:5]=[CH:6][C:7](=[O:8])[C:2]([C:24]#[C:23][Si:20]([CH3:22])([CH3:21])[CH3:19])=[N:3]2)[CH:14]=[CH:13][CH:12]=1. (2) Given the reactants [C:1]([C:5]1[CH:6]=[C:7]([C:64](=[O:66])[NH2:65])[C:8]([O:62][CH3:63])=[C:9]([NH:11][C:12](=[O:61])[NH:13][C:14]2[C:23]3[C:18](=[CH:19][CH:20]=[CH:21][CH:22]=3)[C:17]([O:24][C:25]3[CH:30]=[CH:29][N:28]=[C:27]([NH:31][C:32]4[CH:33]=[C:34]([CH:46]=[C:47]([C:49]#[C:50][Si](C(C)C)(C(C)C)C(C)C)[CH:48]=4)[C:35]([NH:37][CH2:38][CH2:39][N:40]4[CH2:45][CH2:44][O:43][CH2:42][CH2:41]4)=[O:36])[CH:26]=3)=[CH:16][CH:15]=2)[CH:10]=1)([CH3:4])([CH3:3])[CH3:2], predict the reaction product. The product is: [C:1]([C:5]1[CH:6]=[C:7]([C:64](=[O:66])[NH2:65])[C:8]([O:62][CH3:63])=[C:9]([NH:11][C:12](=[O:61])[NH:13][C:14]2[C:23]3[C:18](=[CH:19][CH:20]=[CH:21][CH:22]=3)[C:17]([O:24][C:25]3[CH:30]=[CH:29][N:28]=[C:27]([NH:31][C:32]4[CH:33]=[C:34]([CH:46]=[C:47]([C:49]#[CH:50])[CH:48]=4)[C:35]([NH:37][CH2:38][CH2:39][N:40]4[CH2:45][CH2:44][O:43][CH2:42][CH2:41]4)=[O:36])[CH:26]=3)=[CH:16][CH:15]=2)[CH:10]=1)([CH3:4])([CH3:2])[CH3:3]. (3) Given the reactants [CH2:1]([C:3]1[CH:4]=[C:5]([C:11]2[CH:16]=[CH:15][C:14]([C:17](=[O:19])[CH3:18])=[CH:13][CH:12]=2)[CH:6]=[CH:7][C:8]=1[O:9]C)[CH3:2].[C:20](OCC)(=[O:26])[C:21]([O:23][CH2:24][CH3:25])=[O:22].CC([O-])(C)C.[K+].CO, predict the reaction product. The product is: [CH2:24]([O:23][C:21](=[O:22])[C:20]([OH:26])=[CH:18][C:17]([C:14]1[CH:15]=[CH:16][C:11]([C:5]2[CH:6]=[CH:7][C:8]([OH:9])=[C:3]([CH2:1][CH3:2])[CH:4]=2)=[CH:12][CH:13]=1)=[O:19])[CH3:25]. (4) The product is: [CH:1]([O:4][C:7]1[S:8][CH:9]=[CH:10][CH:11]=1)([CH3:3])[CH3:2]. Given the reactants [CH:1]([OH:4])([CH3:3])[CH3:2].[Na].I[C:7]1[S:8][CH:9]=[CH:10][CH:11]=1.[C-]#N.[K+], predict the reaction product. (5) Given the reactants [Li][CH2:2]CCC.[C:6]([CH:10]1[CH2:15][CH2:14][C:13](=O)[CH2:12][CH2:11]1)([CH3:9])([CH3:8])[CH3:7], predict the reaction product. The product is: [C:6]([CH:10]1[CH2:15][CH2:14][C:13](=[CH2:2])[CH2:12][CH2:11]1)([CH3:9])([CH3:8])[CH3:7]. (6) Given the reactants [NH:1]1[CH2:6][CH2:5][CH:4]([CH2:7][NH:8][C:9]([C:11]2[C:15]3[N:16]=[CH:17][N:18]=[C:19]([C:20]4[C:28]5[O:27][CH2:26][O:25][C:24]=5[CH:23]=[CH:22][C:21]=4[O:29][CH2:30][CH:31]4[CH2:33][CH2:32]4)[C:14]=3[NH:13][CH:12]=2)=[O:10])[CH2:3][CH2:2]1.[C:34](Cl)(=[O:36])[CH3:35], predict the reaction product. The product is: [C:34]([N:1]1[CH2:2][CH2:3][CH:4]([CH2:7][NH:8][C:9]([C:11]2[C:15]3[N:16]=[CH:17][N:18]=[C:19]([C:20]4[C:28]5[O:27][CH2:26][O:25][C:24]=5[CH:23]=[CH:22][C:21]=4[O:29][CH2:30][CH:31]4[CH2:32][CH2:33]4)[C:14]=3[NH:13][CH:12]=2)=[O:10])[CH2:5][CH2:6]1)(=[O:36])[CH3:35]. (7) The product is: [CH3:1][C@H:2]1[C@:19]([OH:24])([C:20]([CH2:22][Cl:23])=[O:21])[C@:18]2([CH3:32])[C@H:4]([C@H:5]3[C@:15]([Cl:34])([C@@H:16]([OH:33])[CH2:17]2)[C@:14]2([CH3:35])[C:8](=[CH:9][C:10]([CH:12]=[CH:13]2)=[O:11])[CH2:7][CH2:6]3)[CH2:3]1. Given the reactants [CH3:1][C@H:2]1[C@:19]([O:24]C(C2OC=CC=2)=O)([C:20]([CH2:22][Cl:23])=[O:21])[C@:18]2([CH3:32])[C@H:4]([C@H:5]3[C@:15]([Cl:34])([C@@H:16]([OH:33])[CH2:17]2)[C@:14]2([CH3:35])[C:8](=[CH:9][C:10]([CH:12]=[CH:13]2)=[O:11])[CH2:7][CH2:6]3)[CH2:3]1.[Na+].[Cl-], predict the reaction product.